This data is from Forward reaction prediction with 1.9M reactions from USPTO patents (1976-2016). The task is: Predict the product of the given reaction. (1) Given the reactants C([O:3][C:4](=[O:21])[CH2:5][CH:6]1[O:10][B:9]([OH:11])[C:8]2[CH:12]=[C:13]([O:19][CH3:20])[CH:14]=[C:15]([CH2:16][O:17][CH3:18])[C:7]1=2)C.[Li+].[OH-].Cl, predict the reaction product. The product is: [OH:11][B:9]1[C:8]2[CH:12]=[C:13]([O:19][CH3:20])[CH:14]=[C:15]([CH2:16][O:17][CH3:18])[C:7]=2[CH:6]([CH2:5][C:4]([OH:21])=[O:3])[O:10]1. (2) Given the reactants FC(F)(F)C(O)=O.[Cl:8][C:9]1[C:10]([F:38])=[C:11]([CH:15]2[C:19]([C:22]3[CH:27]=[CH:26][C:25]([Cl:28])=[CH:24][C:23]=3[F:29])([C:20]#[N:21])[CH:18]([CH2:30][C:31]([CH3:34])([CH3:33])[CH3:32])[NH:17][CH:16]2[C:35]([OH:37])=O)[CH:12]=[CH:13][CH:14]=1.N.C[N:41](C(ON1N=NC2C=CC=NC1=2)=[N+](C)C)C.F[P-](F)(F)(F)(F)F.CCN(C(C)C)C(C)C, predict the reaction product. The product is: [Cl:8][C:9]1[C:10]([F:38])=[C:11]([CH:15]2[C:19]([C:22]3[CH:27]=[CH:26][C:25]([Cl:28])=[CH:24][C:23]=3[F:29])([C:20]#[N:21])[CH:18]([CH2:30][C:31]([CH3:34])([CH3:33])[CH3:32])[NH:17][CH:16]2[C:35]([NH2:41])=[O:37])[CH:12]=[CH:13][CH:14]=1. (3) Given the reactants [CH2:1]([O:3][C:4]([C:6]1[CH:7]=[N:8][N:9]([C:11]2[N:15]([CH2:16][O:17][CH2:18][CH2:19][O:20][CH3:21])[C:14]3[CH:22]=[C:23]([Cl:27])[C:24]([NH2:26])=[CH:25][C:13]=3[N:12]=2)[CH:10]=1)=[O:5])[CH3:2].NC1C(Cl)=CC2NC(N3C=[C:39]([C:41](O)=[O:42])C=N3)=NC=2C=1.C(N(C(C)C)CC)(C)C.C(Cl)(=O)C, predict the reaction product. The product is: [CH2:1]([O:3][C:4]([C:6]1[CH:7]=[N:8][N:9]([C:11]2[N:15]([CH2:16][O:17][CH2:18][CH2:19][O:20][CH3:21])[C:14]3[CH:22]=[C:23]([Cl:27])[C:24]([NH:26][C:41](=[O:42])[CH3:39])=[CH:25][C:13]=3[N:12]=2)[CH:10]=1)=[O:5])[CH3:2]. (4) The product is: [Cl:8][C:5]1[CH:6]=[CH:7][C:2]([CH:19]=[O:20])=[CH:3][C:4]=1[CH2:9][CH3:10]. Given the reactants Br[C:2]1[CH:7]=[CH:6][C:5]([Cl:8])=[C:4]([CH2:9][CH3:10])[CH:3]=1.[Li]CCCC.CN([CH:19]=[O:20])C.Cl, predict the reaction product. (5) Given the reactants OC(C)(C)C[N:4]1[CH:8]=[CH:7][C:6]([NH:9][C:10](=[O:30])[C@@H:11]([N:16]2[CH2:20][C:19]([O:21][C:22]3[CH:27]=[CH:26][CH:25]=[CH:24][C:23]=3[Cl:28])=[CH:18][C:17]2=[O:29])[CH2:12][CH:13]([CH3:15])[CH3:14])=[N:5]1.Cl.CN(C)CCCN=C=NCC.ON1C2C=CC=CC=2N=N1.[C:55]([O:59][C:60]([N:62]1[C@H:66]([CH2:67]N2C=CC(N)=N2)[CH2:65][O:64][C:63]1([CH3:75])[CH3:74])=[O:61])([CH3:58])([CH3:57])[CH3:56], predict the reaction product. The product is: [C:55]([O:59][C:60]([N:62]1[C@H:66]([CH2:67][N:4]2[CH:8]=[CH:7][C:6]([NH:9][C:10](=[O:30])[C@@H:11]([N:16]3[CH2:20][C:19]([O:21][C:22]4[CH:27]=[CH:26][CH:25]=[CH:24][C:23]=4[Cl:28])=[CH:18][C:17]3=[O:29])[CH2:12][CH:13]([CH3:14])[CH3:15])=[N:5]2)[CH2:65][O:64][C:63]1([CH3:74])[CH3:75])=[O:61])([CH3:58])([CH3:56])[CH3:57]. (6) Given the reactants [F:1][C:2]1[C:7]([NH:8][CH2:9][C:10]2[CH:15]=[C:14]([C:16]3[CH:21]=[CH:20][CH:19]=[C:18]([F:22])[CH:17]=3)[CH:13]=[C:12]([CH3:23])[C:11]=2[CH3:24])=[C:6]([F:25])[CH:5]=[CH:4][C:3]=1[OH:26].C([O-])([O-])=O.[Cs+].[Cs+].Br[CH2:34][C:35]([O:37][CH2:38][CH3:39])=[O:36], predict the reaction product. The product is: [F:1][C:2]1[C:7]([NH:8][CH2:9][C:10]2[CH:15]=[C:14]([C:16]3[CH:21]=[CH:20][CH:19]=[C:18]([F:22])[CH:17]=3)[CH:13]=[C:12]([CH3:23])[C:11]=2[CH3:24])=[C:6]([F:25])[CH:5]=[CH:4][C:3]=1[O:26][CH2:34][C:35]([O:37][CH2:38][CH3:39])=[O:36]. (7) Given the reactants [C:1]12([NH:11][C:12]3[C:21]4[C:16](=[CH:17][CH:18]=[C:19]([N+:22]([O-:24])=[O:23])[CH:20]=4)[N:15]=[C:14](Cl)[N:13]=3)[CH2:10][CH:5]3[CH2:6][CH:7]([CH2:9][CH:3]([CH2:4]3)[CH2:2]1)[CH2:8]2.[CH2:26]([NH2:29])[CH:27]=[CH2:28], predict the reaction product. The product is: [C:1]12([NH:11][C:12]3[C:21]4[C:16](=[CH:17][CH:18]=[C:19]([N+:22]([O-:24])=[O:23])[CH:20]=4)[N:15]=[C:14]([NH:29][CH2:26][CH:27]=[CH2:28])[N:13]=3)[CH2:10][CH:5]3[CH2:6][CH:7]([CH2:9][CH:3]([CH2:4]3)[CH2:2]1)[CH2:8]2.